The task is: Predict the product of the given reaction.. This data is from Forward reaction prediction with 1.9M reactions from USPTO patents (1976-2016). Given the reactants [Cl:1][C:2]1[CH:7]=[CH:6][C:5]([S:8]([OH:11])(=[O:10])=[O:9])=[C:4]([NH:12][C:13](=[O:26])/[CH:14]=[CH:15]/[C:16]2[CH:25]=[CH:24][C:23]3[C:18](=[CH:19][CH:20]=[CH:21][CH:22]=3)[CH:17]=2)[CH:3]=1.F[C:28](F)(F)S(OC)(=O)=O.C(N(CC)CC)C, predict the reaction product. The product is: [CH3:28][O:10][S:8]([C:5]1[CH:6]=[CH:7][C:2]([Cl:1])=[CH:3][C:4]=1[NH:12][C:13](=[O:26])/[CH:14]=[CH:15]/[C:16]1[CH:25]=[CH:24][C:23]2[C:18](=[CH:19][CH:20]=[CH:21][CH:22]=2)[CH:17]=1)(=[O:11])=[O:9].